The task is: Predict the reactants needed to synthesize the given product.. This data is from Full USPTO retrosynthesis dataset with 1.9M reactions from patents (1976-2016). (1) Given the product [Cl:16][C:17]1[CH:18]=[C:19]([C:23]#[C:24][C:2]2[N:3]=[C:4]([CH3:15])[N:5]([C:8]3[CH:13]=[CH:12][NH:11][C:10](=[O:14])[CH:9]=3)[C:6]=2[CH3:7])[CH:20]=[CH:21][CH:22]=1, predict the reactants needed to synthesize it. The reactants are: I[C:2]1[N:3]=[C:4]([CH3:15])[N:5]([C:8]2[CH:13]=[CH:12][NH:11][C:10](=[O:14])[CH:9]=2)[C:6]=1[CH3:7].[Cl:16][C:17]1[CH:22]=[CH:21][CH:20]=[C:19]([C:23]#[CH:24])[CH:18]=1. (2) Given the product [C:1]1([C:21]2[CH:26]=[CH:25][CH:24]=[CH:23][CH:22]=2)[CH:6]=[CH:5][C:4]([C:7]([N:9]2[CH2:13][C:12](=[N:14][O:15][CH3:16])[CH2:11][C@H:10]2[CH2:17][C:18]([NH:42][CH2:43][C@@H:44]([OH:45])[C:46]2[CH:51]=[CH:50][CH:49]=[CH:48][CH:47]=2)=[O:19])=[O:8])=[CH:3][CH:2]=1, predict the reactants needed to synthesize it. The reactants are: [C:1]1([C:21]2[CH:26]=[CH:25][CH:24]=[CH:23][CH:22]=2)[CH:6]=[CH:5][C:4]([C:7]([N:9]2[CH2:13][C:12](=[N:14][O:15][CH3:16])[CH2:11][C@H:10]2[CH2:17][C:18](O)=[O:19])=[O:8])=[CH:3][CH:2]=1.CN1CCOCC1.ClC(OCC(C)C)=O.[NH2:42][CH2:43][C@H:44]([C:46]1[CH:51]=[CH:50][CH:49]=[CH:48][CH:47]=1)[OH:45].